This data is from Catalyst prediction with 721,799 reactions and 888 catalyst types from USPTO. The task is: Predict which catalyst facilitates the given reaction. (1) Reactant: [C:1]([NH:4][CH2:5][CH2:6][CH:7]1[C:15]2[C:10](=[CH:11][CH:12]=[C:13]([NH:17][C:18](=[O:27])[CH2:19][CH2:20][C:21]3[CH:26]=[CH:25][CH:24]=[CH:23][CH:22]=3)[C:14]=2O)[CH2:9][CH2:8]1)(=[O:3])[CH3:2].C1(C)C=CC(S([O-])(=O)=O)=CC=1.[NH+]1C=CC=CC=1. Product: [C:21]1([CH2:20][CH2:19][C:18]2[O:27][C:14]3[C:15]4[CH:7]([CH2:6][CH2:5][NH:4][C:1](=[O:3])[CH3:2])[CH2:8][CH2:9][C:10]=4[CH:11]=[CH:12][C:13]=3[N:17]=2)[CH:26]=[CH:25][CH:24]=[CH:23][CH:22]=1. The catalyst class is: 113. (2) Reactant: [Si:1]([O:8][CH2:9][C:10]#[C:11][C:12]([C@H:14]1[C@@H:21]2[C@@H:17]([O:18][C:19]([CH3:23])([CH3:22])[O:20]2)[C@H:16]([N:24]2[C:28]3[N:29]=[CH:30][N:31]=[C:32]([CH3:33])[C:27]=3[CH:26]=[CH:25]2)[O:15]1)=O)([C:4]([CH3:7])([CH3:6])[CH3:5])([CH3:3])[CH3:2].O.[NH2:35][NH2:36]. Product: [Si:1]([O:8][CH2:9][C:10]1[CH:11]=[C:12]([C@H:14]2[C@H:21]3[O:20][C:19]([CH3:23])([CH3:22])[O:18][C@H:17]3[C@H:16]([N:24]3[C:28]4[N:29]=[CH:30][N:31]=[C:32]([CH3:33])[C:27]=4[CH:26]=[CH:25]3)[O:15]2)[NH:36][N:35]=1)([C:4]([CH3:5])([CH3:6])[CH3:7])([CH3:2])[CH3:3]. The catalyst class is: 14.